Dataset: Experimentally validated miRNA-target interactions with 360,000+ pairs, plus equal number of negative samples. Task: Binary Classification. Given a miRNA mature sequence and a target amino acid sequence, predict their likelihood of interaction. (1) The miRNA is mmu-miR-10a-5p with sequence UACCCUGUAGAUCCGAAUUUGUG. The protein sequence of the target gene is MALFRGMWSVLKALGRTGVEMCAGCGGRIPSSISLVCIPKCFSSMGSYPKKPMSSYLRFSTEQLPKFKAKHPDAKLSELVRKIAALWRELPEAEKKVYEADFKAEWKAYKEAVSKYKEQLTPSQLMGMEKEARQRRLKKKALVKRRELILLGKPKRPRSAYNIYVSESFQEAKDDSAQGKLKLVNEAWKNLSPEEKQAYIQLAKDDRIRYDNEMKSWEEQMAEVGRSDLIRRSVKRSGDISEH. Result: 1 (interaction). (2) The protein sequence of the target gene is MFPRETKWNISFAGCGFLGVYHIGVASCLREHAPFLVANATHIYGASAGALTATALVTGACLGEAGANIIEVSKEARKRFLGPLHPSFNLVKTIRGCLLKTLPADCHERANGRLGISLTRVSDGENVIISHFSSKDELIQANVCSTFIPVYCGLIPPTLQGVRYVDGGISDNLPLYELKNTITVSPFSGESDICPQDSSTNIHELRVTNTSIQFNLRNLYRLSKALFPPEPMVLREMCKQGYRDGLRFLRRNGLLNQPNPLLALPPVVPQEEDAEEAAVVEERAGEEDQLQPYRKDRILE.... Result: 0 (no interaction). The miRNA is gga-let-7a-5p with sequence UGAGGUAGUAGGUUGUAUAGUU.